From a dataset of Forward reaction prediction with 1.9M reactions from USPTO patents (1976-2016). Predict the product of the given reaction. (1) Given the reactants C(OC(C1C(OCCC2CCN(C(OC(C)(C)C)=O)CC2)=NC(C#N)=NC=1Cl)=O)C=C.C1C2(CCC(CN)CC2)CC1.C(N(CC)CC)C.C([O:53][C:54]([C:56]1[C:57]([O:75][CH2:76][CH2:77][CH:78]2[CH2:83][CH2:82][N:81]([C:84]([O:86][C:87]([CH3:90])([CH3:89])[CH3:88])=[O:85])[CH2:80][CH2:79]2)=[N:58][C:59]([C:73]#[N:74])=[N:60][C:61]=1[NH:62][CH2:63][CH:64]1[CH2:72][CH2:71][C:67]2([CH2:70][CH2:69][CH2:68]2)[CH2:66][CH2:65]1)=[O:55])C=C.N1CCOCC1, predict the reaction product. The product is: [C:87]([O:86][C:84]([N:81]1[CH2:82][CH2:83][CH:78]([CH2:77][CH2:76][O:75][C:57]2[C:56]([C:54]([OH:55])=[O:53])=[C:61]([NH:62][CH2:63][CH:64]3[CH2:72][CH2:71][C:67]4([CH2:70][CH2:69][CH2:68]4)[CH2:66][CH2:65]3)[N:60]=[C:59]([C:73]#[N:74])[N:58]=2)[CH2:79][CH2:80]1)=[O:85])([CH3:90])([CH3:88])[CH3:89]. (2) Given the reactants Cl.[Br:2][C:3]1[CH:8]=[CH:7][C:6]([NH:9]N)=[CH:5][CH:4]=1.[S:11]1[CH2:16][CH2:15][CH:14]([CH:17]=O)[CH2:13][CH2:12]1.COC=C1CCSCC1.FC(F)(F)C(O)=O.N, predict the reaction product. The product is: [Br:2][C:3]1[CH:8]=[C:7]2[C:14]3([CH2:15][CH2:16][S:11][CH2:12][CH2:13]3)[CH:17]=[N:9][C:6]2=[CH:5][CH:4]=1. (3) Given the reactants Cl[CH2:2][C:3]1[C:7]2[CH:8]=[CH:9][C:10]([O:12][C:13]3[S:14][C:15]4[C:16]([N:21]=3)=[N:17][CH:18]=[CH:19][CH:20]=4)=[CH:11][C:6]=2[O:5][CH:4]=1.[N-:22]=[N+:23]=[N-:24].[Na+], predict the reaction product. The product is: [N:22]([CH2:2][C:3]1[C:7]2[CH:8]=[CH:9][C:10]([O:12][C:13]3[S:14][C:15]4[C:16]([N:21]=3)=[N:17][CH:18]=[CH:19][CH:20]=4)=[CH:11][C:6]=2[O:5][CH:4]=1)=[N+:23]=[N-:24]. (4) Given the reactants C(O[CH:4]=[C:5]([C:9]1[CH:14]=[CH:13][C:12]([CH2:15][CH2:16][NH:17][S:18]([C:21]2[CH:22]=[C:23]([CH:27]=[CH:28][C:29]=2[O:30][CH3:31])[C:24](O)=[O:25])(=[O:20])=[O:19])=[CH:11][CH:10]=1)[CH:6]=[C:7]=[O:8])C.[Cl-].[NH4+:33].C(N([CH2:39][CH3:40])CC)C.Cl.CN(C)CCCN=C=NCC.CN(C)C=[O:56], predict the reaction product. The product is: [C:24]([C:23]1[CH:27]=[CH:28][C:29]([O:30][CH3:31])=[C:21]([S:18]([NH:17][CH2:16][CH2:15][C:12]2[CH:11]=[CH:10][C:9]([C:5]([CH3:4])=[CH:6][C:7]([O:56][CH2:39][CH3:40])=[O:8])=[CH:14][CH:13]=2)(=[O:20])=[O:19])[CH:22]=1)(=[O:25])[NH2:33]. (5) Given the reactants [CH2:1]([NH:8][C:9]1[C:18]2[C:13](=[CH:14][CH:15]=[CH:16][C:17]=2[C:19]2[CH:24]=[CH:23][CH:22]=[CH:21][CH:20]=2)[C:12]([C:25]2[CH:26]=[N:27][CH:28]=[C:29]([CH:32]=2)[C:30]#[N:31])=[C:11]([Cl:33])[N:10]=1)[C:2]1[CH:7]=[CH:6][CH:5]=[CH:4][CH:3]=1.[N-:34]=[N+:35]=[N-:36].[Na+], predict the reaction product. The product is: [N:31]1[NH:34][N:35]=[N:36][C:30]=1[C:29]1[CH:32]=[C:25]([C:12]2[C:13]3[C:18](=[C:17]([C:19]4[CH:24]=[CH:23][CH:22]=[CH:21][CH:20]=4)[CH:16]=[CH:15][CH:14]=3)[C:9]([NH:8][CH2:1][C:2]3[CH:7]=[CH:6][CH:5]=[CH:4][CH:3]=3)=[N:10][C:11]=2[Cl:33])[CH:26]=[N:27][CH:28]=1. (6) Given the reactants C(N1CCOC2C=C[C:13]([NH:15][C:16]([C:18]3[CH:19]=[CH:20][C:21]4[CH:22]=[C:23]5[C:30](=[O:31])[NH:29][CH2:28][C:27]6([CH2:34][CH2:33][CH2:32]6)[N:24]5[C:25]=4[CH:26]=3)=[O:17])=CC1=2)(=O)C=C.NC1[S:37][CH:38]=[C:39]([NH:41][C:42](=[O:45])[CH:43]=[CH2:44])[N:40]=1, predict the reaction product. The product is: [C:42]([NH:41][C:39]1[N:40]=[C:13]([NH:15][C:16]([C:18]2[CH:19]=[CH:20][C:21]3[CH:22]=[C:23]4[C:30](=[O:31])[NH:29][CH2:28][C:27]5([CH2:32][CH2:33][CH2:34]5)[N:24]4[C:25]=3[CH:26]=2)=[O:17])[S:37][CH:38]=1)(=[O:45])[CH:43]=[CH2:44]. (7) The product is: [Cl:8][C:9]1[C:10]([O:26][C:27]2[CH:32]=[CH:31][C:30]([Cl:33])=[C:29]([C:34]([F:37])([F:35])[F:36])[CH:28]=2)=[CH:11][C:12]([F:25])=[C:13]([CH:24]=1)[C:14]([NH:7][S:4]([CH3:3])(=[O:6])=[O:5])=[O:15]. Given the reactants [H-].[Na+].[CH3:3][S:4]([NH2:7])(=[O:6])=[O:5].[Cl:8][C:9]1[C:10]([O:26][C:27]2[CH:32]=[CH:31][C:30]([Cl:33])=[C:29]([C:34]([F:37])([F:36])[F:35])[CH:28]=2)=[CH:11][C:12]([F:25])=[C:13]([CH:24]=1)[C:14](OC1C=CC(C)=CC=1)=[O:15].O, predict the reaction product. (8) Given the reactants [CH3:1][O:2][C:3]1[C:8]2[N:9]=[C:10]([NH2:12])[S:11][C:7]=2[C:6]([N:13]2[CH2:18][CH2:17][O:16][CH2:15][CH2:14]2)=[CH:5][CH:4]=1.[C:19](Cl)(=[O:23])[CH:20]([CH3:22])[CH3:21], predict the reaction product. The product is: [CH3:1][O:2][C:3]1[C:8]2[N:9]=[C:10]([NH:12][C:19](=[O:23])[CH:20]([CH3:22])[CH3:21])[S:11][C:7]=2[C:6]([N:13]2[CH2:18][CH2:17][O:16][CH2:15][CH2:14]2)=[CH:5][CH:4]=1.